This data is from Reaction yield outcomes from USPTO patents with 853,638 reactions. The task is: Predict the reaction yield, written as a fraction of the theoretical maximum amount of product (1.0 means a 100% yield; for example, 0.34 means a 34% yield). The product is [CH3:9][C@H:10]1[O:11][C:1](=[O:12])[CH:2]=[CH:3][CH:4]=[CH:5][C@H:6]([OH:16])[CH2:7][CH2:8]1.[OH:16][C@@H:6]1[CH2:7][CH2:8][C@@H:10]([CH3:9])[O:11][C:1](=[O:12])[CH:2]=[CH:3][CH:4]=[CH:5]1. The catalyst is Cl. The reactants are [C:1]1(=[O:12])[O:11][CH2:10][CH2:9][CH2:8][CH2:7][CH2:6][CH2:5][CH2:4][CH2:3][CH2:2]1.C1C[O:16]CC1. The yield is 0.780.